This data is from NCI-60 drug combinations with 297,098 pairs across 59 cell lines. The task is: Regression. Given two drug SMILES strings and cell line genomic features, predict the synergy score measuring deviation from expected non-interaction effect. Drug 1: CCC1=C2CN3C(=CC4=C(C3=O)COC(=O)C4(CC)O)C2=NC5=C1C=C(C=C5)O. Drug 2: CN(C(=O)NC(C=O)C(C(C(CO)O)O)O)N=O. Cell line: NCI-H522. Synergy scores: CSS=25.2, Synergy_ZIP=1.99, Synergy_Bliss=3.48, Synergy_Loewe=-16.7, Synergy_HSA=3.21.